The task is: Predict the product of the given reaction.. This data is from Forward reaction prediction with 1.9M reactions from USPTO patents (1976-2016). Given the reactants [CH2:1]([O:8][CH:9]1[CH2:14][CH2:13][C:12](=[O:15])[CH:11]([F:16])[CH2:10]1)[C:2]1[CH:7]=[CH:6][CH:5]=[CH:4][CH:3]=1.[BH4-].[Na+].Cl, predict the reaction product. The product is: [CH2:1]([O:8][CH:9]1[CH2:14][CH2:13][CH:12]([OH:15])[CH:11]([F:16])[CH2:10]1)[C:2]1[CH:3]=[CH:4][CH:5]=[CH:6][CH:7]=1.